The task is: Predict the product of the given reaction.. This data is from Forward reaction prediction with 1.9M reactions from USPTO patents (1976-2016). (1) Given the reactants [Si]([O:8][C@H:9]([C:48]1[CH:57]=[CH:56][C:55]([OH:58])=[C:54]2[C:49]=1[CH:50]=[CH:51][C:52](=[O:59])[NH:53]2)[CH2:10][NH:11][CH2:12][CH2:13][C:14]1[CH:19]=[CH:18][C:17]([O:20][CH2:21][CH2:22][CH2:23][CH2:24][C:25]2[CH:30]=[CH:29][C:28]([OH:31])=[C:27]([C@@H:32]([C:42]3[CH:47]=[CH:46][CH:45]=[CH:44][CH:43]=3)[CH2:33][CH2:34][N:35]([CH:39]([CH3:41])[CH3:40])[CH:36]([CH3:38])[CH3:37])[CH:26]=2)=[CH:16][CH:15]=1)(C(C)(C)C)(C)C.CCN(CC)CC.F.F.F.N, predict the reaction product. The product is: [NH3:11].[CH:39]([N:35]([CH:36]([CH3:38])[CH3:37])[CH2:34][CH2:33][C@@H:32]([C:27]1[CH:26]=[C:25]([CH2:24][CH2:23][CH2:22][CH2:21][O:20][C:17]2[CH:18]=[CH:19][C:14]([CH2:13][CH2:12][NH:11][CH2:10][C@@H:9]([C:48]3[CH:57]=[CH:56][C:55]([OH:58])=[C:54]4[C:49]=3[CH:50]=[CH:51][C:52](=[O:59])[NH:53]4)[OH:8])=[CH:15][CH:16]=2)[CH:30]=[CH:29][C:28]=1[OH:31])[C:42]1[CH:47]=[CH:46][CH:45]=[CH:44][CH:43]=1)([CH3:41])[CH3:40]. (2) Given the reactants [O:1]=[C:2]1[NH:7][C:6]2[CH:8]=[C:9]([C:12]3[CH2:18][C@H:17]4[N:14]([C:15](=[O:22])[C@@H:16]4[C@H:19]([OH:21])[CH3:20])[C:13]=3[C:23]([O-:25])=[O:24])[CH:10]=[CH:11][C:5]=2[O:4][CH2:3]1.[Na+].[C:27]([O:33][CH2:34]I)(=[O:32])[C:28]([CH3:31])([CH3:30])[CH3:29].C(OCC)(=O)C, predict the reaction product. The product is: [O:1]=[C:2]1[NH:7][C:6]2[CH:8]=[C:9]([C:12]3[CH2:18][C@H:17]4[N:14]([C:15](=[O:22])[C@@H:16]4[C@H:19]([OH:21])[CH3:20])[C:13]=3[C:23]([O:25][CH2:34][O:33][C:27](=[O:32])[C:28]([CH3:31])([CH3:30])[CH3:29])=[O:24])[CH:10]=[CH:11][C:5]=2[O:4][CH2:3]1. (3) Given the reactants [Br:1][C:2]1[CH:7]=[CH:6][C:5]([OH:8])=[C:4]([I:9])[CH:3]=1.CC(C)([O-])C.[K+].C1(C)C=C(C)C=C(C)[C:17]=1[S:24]([O:27][NH2:28])(=[O:26])=[O:25].CS(O)(=O)=O, predict the reaction product. The product is: [CH3:17][S:24]([OH:27])(=[O:26])=[O:25].[Br:1][C:2]1[CH:7]=[CH:6][C:5]([O:8][NH2:28])=[C:4]([I:9])[CH:3]=1. (4) Given the reactants [F:1][C:2]([F:21])([F:20])[C:3]1[CH:8]=[C:7]([C:9]2[CH:14]=[CH:13][C:12]([C:15]([F:18])([F:17])[F:16])=[CH:11][CH:10]=2)[NH:6][C:5](=O)[CH:4]=1.P(Br)(Br)([Br:24])=O, predict the reaction product. The product is: [Br:24][C:5]1[CH:4]=[C:3]([C:2]([F:21])([F:20])[F:1])[CH:8]=[C:7]([C:9]2[CH:14]=[CH:13][C:12]([C:15]([F:18])([F:17])[F:16])=[CH:11][CH:10]=2)[N:6]=1. (5) Given the reactants C([O:3][C:4](=O)/[CH:5]=[CH:6]/[C:7]1[CH:12]=[CH:11][C:10]([C:13]([F:16])([F:15])[F:14])=[CH:9][CH:8]=1)C.[H-].C([Al+]CC(C)C)C(C)C.O.[OH-].[Na+], predict the reaction product. The product is: [F:14][C:13]([F:15])([F:16])[C:10]1[CH:9]=[CH:8][C:7](/[CH:6]=[CH:5]/[CH2:4][OH:3])=[CH:12][CH:11]=1. (6) Given the reactants Br[C:2]1[CH:7]=[CH:6][C:5]([N:8]2[C:12](=[O:13])[NH:11][N:10]=[C:9]2[CH2:14][C@@H:15]2[CH2:19][CH2:18][N:17]([C:20]([N:22]([CH3:24])[CH3:23])=[O:21])[CH2:16]2)=[C:4]([F:25])[CH:3]=1.[CH3:26][O:27][C:28]1[CH:33]=[CH:32][C:31](B(O)O)=[CH:30][CH:29]=1.C(=O)([O-])[O-].[K+].[K+], predict the reaction product. The product is: [F:25][C:4]1[CH:3]=[C:2]([C:31]2[CH:32]=[CH:33][C:28]([O:27][CH3:26])=[CH:29][CH:30]=2)[CH:7]=[CH:6][C:5]=1[N:8]1[C:12](=[O:13])[NH:11][N:10]=[C:9]1[CH2:14][C@@H:15]1[CH2:19][CH2:18][N:17]([C:20]([N:22]([CH3:24])[CH3:23])=[O:21])[CH2:16]1. (7) Given the reactants [CH2:1]([S:3][C:4]1[N:8]([CH2:9][C:10]2[CH:15]=[CH:14][C:13]([N+:16]([O-])=O)=[C:12]([CH3:19])[CH:11]=2)[N:7]=[C:6]([C:20]([F:23])([F:22])[F:21])[N:5]=1)[CH3:2].O.O.[Sn](Cl)Cl.Cl, predict the reaction product. The product is: [CH2:1]([S:3][C:4]1[N:8]([CH2:9][C:10]2[CH:15]=[CH:14][C:13]([NH2:16])=[C:12]([CH3:19])[CH:11]=2)[N:7]=[C:6]([C:20]([F:22])([F:23])[F:21])[N:5]=1)[CH3:2]. (8) Given the reactants [N+:1]([C:4]1[CH:5]=[C:6]([C:12]2[O:13][C:14]3[CH:20]=[CH:19][C:18](Br)=[CH:17][C:15]=3[N:16]=2)[C:7]([O:10][CH3:11])=[CH:8][CH:9]=1)([O-:3])=[O:2].[Cl:22][C:23]1[CH:24]=[C:25](B(O)O)[CH:26]=[CH:27][C:28]=1[F:29], predict the reaction product. The product is: [N+:1]([C:4]1[CH:5]=[C:6]([C:12]2[O:13][C:14]3[CH:20]=[CH:19][C:18]([C:25]4[CH:26]=[CH:27][C:28]([F:29])=[C:23]([Cl:22])[CH:24]=4)=[CH:17][C:15]=3[N:16]=2)[C:7]([O:10][CH3:11])=[CH:8][CH:9]=1)([O-:3])=[O:2].